Predict the product of the given reaction. From a dataset of Forward reaction prediction with 1.9M reactions from USPTO patents (1976-2016). (1) Given the reactants [H-].[Na+].[CH:3]1([C:9](=[O:11])[CH3:10])[CH2:8][CH2:7][CH2:6][CH2:5][CH2:4]1.CO[C:14](=[O:22])[C:15]1[CH:20]=[CH:19][C:18]([F:21])=[CH:17][CH:16]=1.Cl, predict the reaction product. The product is: [CH:3]1([C:9](=[O:11])[CH2:10][C:14]([C:15]2[CH:16]=[CH:17][C:18]([F:21])=[CH:19][CH:20]=2)=[O:22])[CH2:8][CH2:7][CH2:6][CH2:5][CH2:4]1. (2) Given the reactants [NH:1]1[C:10]2[C:5](=[CH:6][CH:7]=[CH:8][CH:9]=2)[NH:4][C:3](=[O:11])[C:2]1=O.O=S(Cl)[Cl:15].C1(C)C=CC=CC=1, predict the reaction product. The product is: [Cl:15][C:2]1[C:3](=[O:11])[NH:4][C:5]2[C:10]([N:1]=1)=[CH:9][CH:8]=[CH:7][CH:6]=2. (3) Given the reactants C[O-].[Na+].[Cl-].NC[NH+]=[N:8][C:9]([NH:11][C@H:12]1[C:21]2[C:16](=[C:17]([F:22])[CH:18]=[CH:19][CH:20]=2)[O:15][CH2:14][CH2:13]1)=[NH:10].[NH2:23][C:24]([NH:26][C:27](N)=N)=N.[F:30][CH:31]([F:37])C(OCC)=O, predict the reaction product. The product is: [F:30][CH:31]([F:37])[C:27]1[N:8]=[C:9]([NH:11][C@H:12]2[C:21]3[C:16](=[C:17]([F:22])[CH:18]=[CH:19][CH:20]=3)[O:15][CH2:14][CH2:13]2)[N:10]=[C:24]([NH2:23])[N:26]=1. (4) Given the reactants [CH3:1][C:2]1[CH:7]=[CH:6][C:5]([C:8]2[O:9][C:10]([CH3:13])=[N:11][N:12]=2)=[CH:4][C:3]=1[C:14]1[CH:19]=[CH:18][C:17]([C:20](O)=[O:21])=[CH:16][CH:15]=1.[CH3:23][O:24][C:25]1[C:39]([O:40][CH3:41])=[CH:38][C:28]([C:29]([C:31]2[CH:37]=[CH:36][CH:35]=[CH:34][C:32]=2[NH2:33])=[O:30])=[C:27]([CH3:42])[CH:26]=1, predict the reaction product. The product is: [CH3:23][O:24][C:25]1[C:39]([O:40][CH3:41])=[CH:38][C:28]([C:29]([C:31]2[CH:37]=[CH:36][CH:35]=[CH:34][C:32]=2[NH:33][C:20]([C:17]2[CH:16]=[CH:15][C:14]([C:3]3[CH:4]=[C:5]([C:8]4[O:9][C:10]([CH3:13])=[N:11][N:12]=4)[CH:6]=[CH:7][C:2]=3[CH3:1])=[CH:19][CH:18]=2)=[O:21])=[O:30])=[C:27]([CH3:42])[CH:26]=1. (5) Given the reactants [Br:1][C:2]1[C:7]([O:8][CH2:9][CH3:10])=[CH:6][CH:5]=[CH:4][N:3]=1.Br[C:12]1[C:17](O)=CC=CN=1.ICCCC, predict the reaction product. The product is: [Br:1][C:2]1[C:7]([O:8][CH2:9][CH2:10][CH2:12][CH3:17])=[CH:6][CH:5]=[CH:4][N:3]=1.